This data is from Reaction yield outcomes from USPTO patents with 853,638 reactions. The task is: Predict the reaction yield, written as a fraction of the theoretical maximum amount of product (1.0 means a 100% yield; for example, 0.34 means a 34% yield). (1) The reactants are [NH2:1][C:2]1[C:3]2[NH:10][CH:9]=[C:8]([C@H:11]3[C@H:15]([OH:16])[C@H:14]([OH:17])[C@@H:13]([CH2:18][OH:19])[N:12]3C(OC(C)(C)C)=O)[C:4]=2[N:5]=[CH:6][N:7]=1.C. The catalyst is O. The product is [NH2:1][C:2]1[C:3]2[NH:10][CH:9]=[C:8]([C@H:11]3[C@H:15]([OH:16])[C@H:14]([OH:17])[C@@H:13]([CH2:18][OH:19])[NH:12]3)[C:4]=2[N:5]=[CH:6][N:7]=1. The yield is 0.426. (2) The reactants are [CH:1](=[C:8]1/[C:9](=[O:18])[NH:10][C:11]2[C:16]/1=[CH:15][CH:14]=[C:13]([Cl:17])[CH:12]=2)/[C:2]1[CH:7]=[CH:6][CH:5]=[CH:4][CH:3]=1.Cl[C:20]([O:22][CH2:23][CH3:24])=[O:21].C(N(CC)CC)C. The catalyst is ClCCl. The product is [CH2:23]([O:22][C:20]([N:10]1[C:11]2[C:16](=[CH:15][CH:14]=[C:13]([Cl:17])[CH:12]=2)/[C:8](=[CH:1]/[C:2]2[CH:7]=[CH:6][CH:5]=[CH:4][CH:3]=2)/[C:9]1=[O:18])=[O:21])[CH3:24]. The yield is 1.00. (3) The reactants are [N:1]1([CH2:7][CH2:8][N:9]([CH2:21][CH2:22][CH3:23])[CH:10]2[CH2:19][CH2:18][C:17]3[C:16]([OH:20])=[CH:15][CH:14]=[CH:13][C:12]=3[CH2:11]2)[CH2:6][CH2:5][NH:4][CH2:3][CH2:2]1.[NH:24]1[C:32]2[C:27](=[CH:28][CH:29]=[CH:30][CH:31]=2)[CH:26]=[C:25]1[C:33](O)=[O:34]. No catalyst specified. The product is [OH:20][C:16]1[CH:15]=[CH:14][CH:13]=[C:12]2[C:17]=1[CH2:18][CH2:19][CH:10]([N:9]([CH2:21][CH2:22][CH3:23])[CH2:8][CH2:7][N:1]1[CH2:6][CH2:5][N:4]([C:33]([C:25]3[NH:24][C:32]4[C:27]([CH:26]=3)=[CH:28][CH:29]=[CH:30][CH:31]=4)=[O:34])[CH2:3][CH2:2]1)[CH2:11]2. The yield is 0.620. (4) The reactants are [CH2:1]([C:3]1[S:21][C:6]2[NH:7][C:8](=[O:20])[N:9]([CH2:12][CH2:13][C:14]3[CH:19]=[CH:18][CH:17]=[CH:16][N:15]=3)[C:10](=[O:11])[C:5]=2[CH:4]=1)[CH3:2].Br[CH2:23][C:24]1[CH:29]=[CH:28][C:27]([C:30]2[CH:35]=[CH:34][CH:33]=[CH:32][C:31]=2[C:36]2[N:40]=[C:39](C(Cl)(Cl)Cl)[O:38][N:37]=2)=[CH:26][CH:25]=1.C(=O)([O-])[O-:46].[K+].[K+].CN(C)C=O. The catalyst is C(OCC)(=O)C. The product is [CH2:1]([C:3]1[S:21][C:6]2[N:7]([CH2:23][C:24]3[CH:29]=[CH:28][C:27]([C:30]4[CH:35]=[CH:34][CH:33]=[CH:32][C:31]=4[C:36]4[NH:40][C:39](=[O:46])[O:38][N:37]=4)=[CH:26][CH:25]=3)[C:8](=[O:20])[N:9]([CH2:12][CH2:13][C:14]3[CH:19]=[CH:18][CH:17]=[CH:16][N:15]=3)[C:10](=[O:11])[C:5]=2[CH:4]=1)[CH3:2]. The yield is 0.140. (5) The reactants are Cl[C:2]1C=CC=C(C(OO)=O)C=1.[CH:12]([N:15]1[C:19](SC)=[N:18][N:17]=[C:16]1[C:22]1[CH:27]=[C:26]([CH:28]([CH3:30])[CH3:29])[C:25]([O:31][CH2:32][O:33][CH3:34])=[CH:24][C:23]=1[O:35][CH2:36][O:37][CH3:38])([CH3:14])[CH3:13].[S:39]([O-:43])([O-])(=[O:41])=S.[Na+].[Na+].C(=O)([O-])O.[Na+]. The catalyst is C(Cl)Cl. The product is [CH:12]([N:15]1[C:19]([S:39]([CH3:2])(=[O:43])=[O:41])=[N:18][N:17]=[C:16]1[C:22]1[CH:27]=[C:26]([CH:28]([CH3:29])[CH3:30])[C:25]([O:31][CH2:32][O:33][CH3:34])=[CH:24][C:23]=1[O:35][CH2:36][O:37][CH3:38])([CH3:13])[CH3:14]. The yield is 0.790. (6) The reactants are Br[C:2]1[CH:3]=[C:4]([N:22]([CH:24]([CH2:26][CH3:27])[CH3:25])[CH3:23])[C:5]([CH3:21])=[C:6]([CH:20]=1)[C:7]([NH:9][CH2:10][C:11]1[C:12](=[O:19])[NH:13][C:14]([CH3:18])=[CH:15][C:16]=1[CH3:17])=[O:8].[CH3:28][O:29][C:30]1[S:31][C:32]([Sn](CCCC)(CCCC)CCCC)=[CH:33][N:34]=1. The catalyst is C1(C)C=CC=CC=1.C1C=CC([P]([Pd]([P](C2C=CC=CC=2)(C2C=CC=CC=2)C2C=CC=CC=2)([P](C2C=CC=CC=2)(C2C=CC=CC=2)C2C=CC=CC=2)[P](C2C=CC=CC=2)(C2C=CC=CC=2)C2C=CC=CC=2)(C2C=CC=CC=2)C2C=CC=CC=2)=CC=1. The product is [CH:24]([N:22]([CH3:23])[C:4]1[C:5]([CH3:21])=[C:6]([CH:20]=[C:2]([C:32]2[S:31][C:30]([O:29][CH3:28])=[N:34][CH:33]=2)[CH:3]=1)[C:7]([NH:9][CH2:10][C:11]1[C:12](=[O:19])[NH:13][C:14]([CH3:18])=[CH:15][C:16]=1[CH3:17])=[O:8])([CH2:26][CH3:27])[CH3:25]. The yield is 0.240. (7) The reactants are [OH:1][C:2]1[CH:9]=[CH:8][C:5]([C:6]#[N:7])=[CH:4][CH:3]=1.[Br:10][CH2:11][CH2:12][CH2:13]Br.C([O-])([O-])=O.[Cs+].[Cs+]. The catalyst is C(#N)C. The product is [Br:10][CH2:11][CH2:12][CH2:13][O:1][C:2]1[CH:9]=[CH:8][C:5]([C:6]#[N:7])=[CH:4][CH:3]=1. The yield is 0.714.